This data is from Forward reaction prediction with 1.9M reactions from USPTO patents (1976-2016). The task is: Predict the product of the given reaction. (1) Given the reactants [I:1][C:2]1[CH:7]=[CH:6][C:5]([CH2:8][CH2:9][CH2:10][CH2:11][CH2:12][CH2:13][CH2:14][CH2:15][CH2:16][CH2:17][CH2:18][CH2:19]O)=[CH:4][CH:3]=1.C1C=CC(P(C2C=CC=CC=2)C2C=CC=CC=2)=CC=1.N1C=CN=C1.[I:45]I, predict the reaction product. The product is: [I:1][C:2]1[CH:7]=[CH:6][C:5]([CH2:8][CH2:9][CH2:10][CH2:11][CH2:12][CH2:13][CH2:14][CH2:15][CH2:16][CH2:17][CH2:18][CH2:19][I:45])=[CH:4][CH:3]=1. (2) Given the reactants [CH:1]([C:3]1[CH:12]=[CH:11][C:6]([C:7]([O:9][CH3:10])=[O:8])=[CH:5][CH:4]=1)=[O:2].B(F)(F)F.CCOCC.C[Si](C)(C)[O:24][C:25](/[CH:27]=[CH:28]/[CH3:29])=[CH2:26].Cl.[F-].C([N+](CCCC)(CCCC)CCCC)CCC.C1COCC1, predict the reaction product. The product is: [CH3:29][C@H:28]1[O:2][C@@H:1]([C:3]2[CH:12]=[CH:11][C:6]([C:7]([O:9][CH3:10])=[O:8])=[CH:5][CH:4]=2)[CH2:26][C:25](=[O:24])[CH2:27]1. (3) Given the reactants F[C:2]1[CH:7]=[CH:6][C:5]([C:8]2[O:12][N:11]=[C:10]([C:13]3[CH:18]=[CH:17][C:16]([S:19]([NH2:22])(=[O:21])=[O:20])=[CH:15][CH:14]=3)[CH:9]=2)=[CH:4][C:3]=1[C:23]([F:26])([F:25])[F:24].[H-].[Na+].[F:29][C:30]([F:34])([F:33])[CH2:31][OH:32], predict the reaction product. The product is: [F:29][C:30]([F:34])([F:33])[CH2:31][O:32][C:2]1[CH:7]=[CH:6][C:5]([C:8]2[O:12][N:11]=[C:10]([C:13]3[CH:14]=[CH:15][C:16]([S:19]([NH2:22])(=[O:20])=[O:21])=[CH:17][CH:18]=3)[CH:9]=2)=[CH:4][C:3]=1[C:23]([F:24])([F:25])[F:26]. (4) Given the reactants [CH2:1]([O:3][C:4](=[O:26])[CH2:5][N:6]1[C:14]2[CH2:13][CH2:12][CH2:11][CH:10]([NH:15][S:16]([C:19]3[CH:24]=[CH:23][CH:22]=[C:21]([NH2:25])[CH:20]=3)(=[O:18])=[O:17])[C:9]=2[CH:8]=[N:7]1)[CH3:2].[C:27](Cl)(=[O:34])[C:28]1[CH:33]=[CH:32][CH:31]=[CH:30][CH:29]=1.C(N(CC)CC)C, predict the reaction product. The product is: [CH2:1]([O:3][C:4](=[O:26])[CH2:5][N:6]1[C:14]2[CH2:13][CH2:12][CH2:11][CH:10]([NH:15][S:16]([C:19]3[CH:24]=[CH:23][CH:22]=[C:21]([NH:25][C:27](=[O:34])[C:28]4[CH:33]=[CH:32][CH:31]=[CH:30][CH:29]=4)[CH:20]=3)(=[O:18])=[O:17])[C:9]=2[CH:8]=[N:7]1)[CH3:2]. (5) Given the reactants NC1(C2C=CC(C3C(=O)C4C(=CC=C(F)C=4)OC=3C3C=CC=CC=3)=CC=2)CCC1.C(OC(=O)[NH:36][C:37]1([C:41]2[CH:46]=[CH:45][C:44]([C:47]3[C:56](=[O:57])[C:55]4[C:50](=[CH:51][CH:52]=[C:53]([Br:58])[CH:54]=4)[O:49][C:48]=3[C:59]3[CH:64]=[CH:63][CH:62]=[CH:61][CH:60]=3)=[CH:43][CH:42]=2)[CH2:40][CH2:39][CH2:38]1)(C)(C)C, predict the reaction product. The product is: [NH2:36][C:37]1([C:41]2[CH:42]=[CH:43][C:44]([C:47]3[C:56](=[O:57])[C:55]4[C:50](=[CH:51][CH:52]=[C:53]([Br:58])[CH:54]=4)[O:49][C:48]=3[C:59]3[CH:64]=[CH:63][CH:62]=[CH:61][CH:60]=3)=[CH:45][CH:46]=2)[CH2:38][CH2:39][CH2:40]1. (6) Given the reactants [CH2:1]([N:5]1[CH:9]=[C:8]([C:10]2[CH:15]=[CH:14][CH:13]=[CH:12][CH:11]=2)[N:7]=[C:6]1[I:16])[CH2:2][CH2:3][CH3:4].[C:17](O)(=[O:19])C.C=O.C([O-])(=O)C.[Na+], predict the reaction product. The product is: [CH2:1]([N:5]1[C:9]([CH2:17][OH:19])=[C:8]([C:10]2[CH:11]=[CH:12][CH:13]=[CH:14][CH:15]=2)[N:7]=[C:6]1[I:16])[CH2:2][CH2:3][CH3:4].